Dataset: Peptide-MHC class I binding affinity with 185,985 pairs from IEDB/IMGT. Task: Regression. Given a peptide amino acid sequence and an MHC pseudo amino acid sequence, predict their binding affinity value. This is MHC class I binding data. The peptide sequence is WILTHTLYR. The MHC is HLA-B51:01 with pseudo-sequence HLA-B51:01. The binding affinity (normalized) is 0.0847.